Dataset: Forward reaction prediction with 1.9M reactions from USPTO patents (1976-2016). Task: Predict the product of the given reaction. (1) The product is: [F:23][C:22]([F:25])([F:24])[C:19]1[CH:20]=[CH:21][C:16]([O:1][CH:2]2[CH2:3][CH2:4][N:5]([C:8]([O:10][C:11]([CH3:14])([CH3:13])[CH3:12])=[O:9])[CH2:6][CH2:7]2)=[CH:17][CH:18]=1. Given the reactants [OH:1][CH:2]1[CH2:7][CH2:6][N:5]([C:8]([O:10][C:11]([CH3:14])([CH3:13])[CH3:12])=[O:9])[CH2:4][CH2:3]1.O[C:16]1[CH:21]=[CH:20][C:19]([C:22]([F:25])([F:24])[F:23])=[CH:18][CH:17]=1.C(P(CCCC)CCCC)CCC.N(C(N1CCCCC1)=O)=NC(N1CCCCC1)=O, predict the reaction product. (2) The product is: [C:12]([O:11][C:9](=[O:10])[CH2:8][O:7][CH2:6][CH2:5][CH2:4][CH2:3][CH2:2][NH:16][C:17]1[CH:18]=[CH:19][C:20]([C:21]([O:23][CH3:24])=[O:22])=[CH:25][CH:26]=1)([CH3:15])([CH3:14])[CH3:13]. Given the reactants O=[CH:2][CH2:3][CH2:4][CH2:5][CH2:6][O:7][CH2:8][C:9]([O:11][C:12]([CH3:15])([CH3:14])[CH3:13])=[O:10].[NH2:16][C:17]1[CH:26]=[CH:25][C:20]([C:21]([O:23][CH3:24])=[O:22])=[CH:19][CH:18]=1.C(O[BH-](OC(=O)C)OC(=O)C)(=O)C.[Na+].[OH-].[Na+], predict the reaction product. (3) Given the reactants [CH3:1][O:2][C:3]1[CH:4]=[C:5]([NH:14][C:15](=[O:19])[C:16]([OH:18])=O)[CH:6]=[CH:7][C:8]=1[C:9]1[O:13][CH:12]=[N:11][CH:10]=1.O.O[N:22]1[C:26]2[CH:27]=[CH:28]C=C[C:25]=2N=N1.Cl.[CH3:32]N(C)CCCN=C=NCC.C([N:45]1[CH2:50][CH2:49]O[CH2:47][CH2:46]1)C, predict the reaction product. The product is: [CH3:1][O:2][C:3]1[CH:4]=[C:5]([NH:14][C:15](=[O:19])[C:16]([NH:22][C:26]([CH3:32])([CH3:25])[CH2:27][C:28]2[CH:47]=[CH:46][N:45]=[CH:50][CH:49]=2)=[O:18])[CH:6]=[CH:7][C:8]=1[C:9]1[O:13][CH:12]=[N:11][CH:10]=1. (4) Given the reactants [CH2:1]([C:8]1[CH:9]=[N:10][C:11]2[C:16]([C:17]=1[C:18]1[CH:19]=[C:20]([NH2:24])[CH:21]=[CH:22][CH:23]=1)=[CH:15][CH:14]=[CH:13][C:12]=2[C:25]([F:28])([F:27])[F:26])[C:2]1[CH:7]=[CH:6][CH:5]=[CH:4][CH:3]=1.[CH2:29]([O:31][C:32]1[C:39]([O:40][CH3:41])=[CH:38][CH:37]=[CH:36][C:33]=1[CH:34]=O)[CH3:30], predict the reaction product. The product is: [CH2:1]([C:8]1[CH:9]=[N:10][C:11]2[C:16]([C:17]=1[C:18]1[CH:19]=[C:20]([N:24]([CH2:34][C:33]3[CH:36]=[CH:37][CH:38]=[C:39]([O:40][CH3:41])[C:32]=3[O:31][CH2:29][CH3:30])[CH2:34][C:33]3[CH:36]=[CH:37][CH:38]=[C:39]([O:40][CH3:41])[C:32]=3[O:31][CH2:29][CH3:30])[CH:21]=[CH:22][CH:23]=1)=[CH:15][CH:14]=[CH:13][C:12]=2[C:25]([F:28])([F:26])[F:27])[C:2]1[CH:3]=[CH:4][CH:5]=[CH:6][CH:7]=1.